From a dataset of Reaction yield outcomes from USPTO patents with 853,638 reactions. Predict the reaction yield, written as a fraction of the theoretical maximum amount of product (1.0 means a 100% yield; for example, 0.34 means a 34% yield). (1) The product is [O:21]=[C:20]1[C:4]2[C:5]3[C:6](=[C:7]([C:11]4[CH:12]=[CH:13][CH:14]=[CH:15][CH:16]=4)[NH:8][C:9]=3[CH:10]=[C:2]([NH:1][C:28]([C:27]3[S:26][N:25]=[N:24][C:23]=3[CH3:22])=[O:29])[CH:3]=2)[CH:17]=[N:18][NH:19]1. The catalyst is CN(C)C=O.C(OCC)C. The yield is 0.320. The reactants are [NH2:1][C:2]1[CH:3]=[C:4]2[C:20](=[O:21])[NH:19][N:18]=[CH:17][C:6]3=[C:7]([C:11]4[CH:16]=[CH:15][CH:14]=[CH:13][CH:12]=4)[NH:8][C:9]([CH:10]=1)=[C:5]23.[CH3:22][C:23]1[N:24]=[N:25][S:26][C:27]=1[C:28](O)=[O:29].C(N(CC)CC)C.F[P-](F)(F)(F)(F)F.N1(OC(N(C)C)=[N+](C)C)C2N=CC=CC=2N=N1. (2) The reactants are [H-].[Na+].[I:3][C:4]1[CH:5]=[C:6]([CH:9]=[O:10])[NH:7][CH:8]=1.Br[CH:12]([CH3:14])[CH3:13]. The catalyst is CN(C)C=O. The product is [I:3][C:4]1[CH:5]=[C:6]([CH:9]=[O:10])[N:7]([CH:12]([CH3:14])[CH3:13])[CH:8]=1. The yield is 0.430. (3) The reactants are [C:1]([O:5][C:6]([N:8]1[CH2:13][CH2:12][N:11]([C:14]2[C:22]3[O:21][C:20]([C:23]#[N:24])=[C:19]([CH2:25][C:26]4[CH:31]=[CH:30][CH:29]=[CH:28][CH:27]=4)[C:18]=3[CH:17]=[C:16]([CH3:32])[CH:15]=2)[CH2:10][CH2:9]1)=[O:7])([CH3:4])([CH3:3])[CH3:2].B1([O-])O[O:34]1.O.O.O.O.[Na+].C(O)C. The catalyst is [Cl-].[Na+].O.O. The product is [C:1]([O:5][C:6]([N:8]1[CH2:9][CH2:10][N:11]([C:14]2[C:22]3[O:21][C:20]([C:23](=[O:34])[NH2:24])=[C:19]([CH2:25][C:26]4[CH:27]=[CH:28][CH:29]=[CH:30][CH:31]=4)[C:18]=3[CH:17]=[C:16]([CH3:32])[CH:15]=2)[CH2:12][CH2:13]1)=[O:7])([CH3:4])([CH3:3])[CH3:2]. The yield is 0.800.